From a dataset of Catalyst prediction with 721,799 reactions and 888 catalyst types from USPTO. Predict which catalyst facilitates the given reaction. (1) Product: [CH3:1][N:2]([CH3:20])[CH2:3][CH2:4][CH:5]([C:8]1[CH:13]=[CH:12][C:11]([C:14]2[CH:19]=[CH:18][N:17]=[CH:16][CH:15]=2)=[CH:10][CH:9]=1)[OH:21]. Reactant: [CH3:1][N:2]([CH3:20])[CH2:3][CH2:4][CH:5]([C:8]1[CH:13]=[CH:12][C:11]([C:14]2[CH:19]=[CH:18][N:17]=[CH:16][CH:15]=2)=[CH:10][CH:9]=1)C#N.[OH2:21].[OH-].[Na+]. The catalyst class is: 1. (2) Reactant: [CH3:1][C@H:2]1[CH2:6][CH2:5][CH2:4][N:3]1[C:7]1[CH:12]=[CH:11][C:10]([N+:13]([O-])=O)=[C:9]([C:16]([F:19])([F:18])[F:17])[CH:8]=1. Product: [CH3:1][C@H:2]1[CH2:6][CH2:5][CH2:4][N:3]1[C:7]1[CH:12]=[CH:11][C:10]([NH2:13])=[C:9]([C:16]([F:18])([F:17])[F:19])[CH:8]=1. The catalyst class is: 19. (3) Reactant: CC(S([NH:7][CH:8]([C:10]1[CH:15]=[CH:14][C:13]([C:16]2[C:25]([C:26]3[CH:31]=[CH:30][CH:29]=[CH:28][CH:27]=3)=[CH:24][C:23]3[C:22]4=[N:32][N:33]=[CH:34][N:21]4[CH:20]=[CH:19][C:18]=3[N:17]=2)=[CH:12][CH:11]=1)[CH3:9])=O)(C)C.Cl.O. Product: [C:26]1([C:25]2[C:16]([C:13]3[CH:12]=[CH:11][C:10]([CH:8]([NH2:7])[CH3:9])=[CH:15][CH:14]=3)=[N:17][C:18]3[CH:19]=[CH:20][N:21]4[CH:34]=[N:33][N:32]=[C:22]4[C:23]=3[CH:24]=2)[CH:31]=[CH:30][CH:29]=[CH:28][CH:27]=1. The catalyst class is: 5. (4) Reactant: C([Li])CCC.Br[C:7](Br)=[CH:8][C:9]1[C:17]2[C:12](=[CH:13][CH:14]=[C:15]([Cl:18])[CH:16]=2)[N:11]([CH3:19])[C:10]=1[C:20]1[CH:25]=[CH:24][C:23]([Cl:26])=[CH:22][CH:21]=1.C([C:30]([O:32][CH3:33])=[O:31])#N.O. Product: [Cl:18][C:15]1[CH:16]=[C:17]2[C:12](=[CH:13][CH:14]=1)[N:11]([CH3:19])[C:10]([C:20]1[CH:25]=[CH:24][C:23]([Cl:26])=[CH:22][CH:21]=1)=[C:9]2[C:8]#[C:7][C:30]([O:32][CH3:33])=[O:31]. The catalyst class is: 7.